This data is from Forward reaction prediction with 1.9M reactions from USPTO patents (1976-2016). The task is: Predict the product of the given reaction. (1) Given the reactants [CH3:1][C:2]([CH3:36])([CH3:35])[C:3](=[O:34])[CH2:4][O:5][C:6]1[CH:11]=[CH:10][C:9]([C:12]([C:17]2[CH:32]=[CH:31][C:20]3[S:21][C:22]([C:24]([NH:26][CH2:27][C:28]([OH:30])=[O:29])=[O:25])=[CH:23][C:19]=3[CH:18]=2)([CH2:15][CH3:16])[CH2:13][CH3:14])=[CH:8][C:7]=1[CH3:33].[BH4-].[Na+], predict the reaction product. The product is: [CH2:13]([C:12]([C:17]1[CH:32]=[CH:31][C:20]2[S:21][C:22]([C:24]([NH:26][CH2:27][C:28]([OH:30])=[O:29])=[O:25])=[CH:23][C:19]=2[CH:18]=1)([C:9]1[CH:10]=[CH:11][C:6]([O:5][CH2:4][CH:3]([OH:34])[C:2]([CH3:35])([CH3:36])[CH3:1])=[C:7]([CH3:33])[CH:8]=1)[CH2:15][CH3:16])[CH3:14]. (2) Given the reactants [NH2:1][C:2]1[CH:25]=[CH:24][C:23]([N:26]2[CH2:31][CH2:30][CH2:29][CH2:28][CH2:27]2)=[CH:22][C:3]=1[C:4]([NH:6][C:7]1[CH:11]=[CH:10][N:9]([C:12]2[CH:17]=[CH:16][CH:15]=[C:14]([C:18]([F:21])([F:20])[F:19])[CH:13]=2)[N:8]=1)=[O:5].[Cl:32][CH2:33][C:34]1[N:39]=[C:38]([C:40](O)=[O:41])[CH:37]=[CH:36][CH:35]=1.CCN=C=NCCCN(C)C.Cl, predict the reaction product. The product is: [Cl:32][CH2:33][C:34]1[N:39]=[C:38]([C:40]([NH:1][C:2]2[CH:25]=[CH:24][C:23]([N:26]3[CH2:31][CH2:30][CH2:29][CH2:28][CH2:27]3)=[CH:22][C:3]=2[C:4](=[O:5])[NH:6][C:7]2[CH:11]=[CH:10][N:9]([C:12]3[CH:17]=[CH:16][CH:15]=[C:14]([C:18]([F:20])([F:21])[F:19])[CH:13]=3)[N:8]=2)=[O:41])[CH:37]=[CH:36][CH:35]=1.